Dataset: Forward reaction prediction with 1.9M reactions from USPTO patents (1976-2016). Task: Predict the product of the given reaction. (1) Given the reactants C(OC([NH:11][C@H:12]1[CH2:17][CH2:16][C@@H:15]([O:18][CH3:19])[CH2:14][C@H:13]1[CH2:20][NH:21][C:22](=[O:28])[O:23][C:24]([CH3:27])([CH3:26])[CH3:25])=O)C1C=CC=CC=1.[H][H], predict the reaction product. The product is: [NH2:11][C@H:12]1[CH2:17][CH2:16][C@@H:15]([O:18][CH3:19])[CH2:14][C@H:13]1[CH2:20][NH:21][C:22](=[O:28])[O:23][C:24]([CH3:26])([CH3:25])[CH3:27]. (2) Given the reactants C(OC([N:8]1[CH2:13][CH2:12][CH:11]([C:14](=[O:30])[NH:15][C:16]2[CH:21]=[CH:20][CH:19]=[C:18]([O:22][C:23]3[CH:28]=[CH:27][C:26]([F:29])=[CH:25][CH:24]=3)[CH:17]=2)[CH2:10][CH2:9]1)=O)(C)(C)C.[ClH:31], predict the reaction product. The product is: [ClH:31].[F:29][C:26]1[CH:27]=[CH:28][C:23]([O:22][C:18]2[CH:17]=[C:16]([NH:15][C:14]([CH:11]3[CH2:10][CH2:9][NH:8][CH2:13][CH2:12]3)=[O:30])[CH:21]=[CH:20][CH:19]=2)=[CH:24][CH:25]=1. (3) Given the reactants Cl[CH:2]([Cl:4])C.[F:5][C:6]1[CH:7]=[C:8]([CH:12]=[C:13]([F:15])[CH:14]=1)[C:9](Cl)=[O:10].[O:16]1CCCOO1, predict the reaction product. The product is: [F:5][C:6]1[CH:7]=[C:8]([CH:12]=[C:13]([F:15])[CH:14]=1)[C:9]([O:16][CH2:2][Cl:4])=[O:10].